From a dataset of Reaction yield outcomes from USPTO patents with 853,638 reactions. Predict the reaction yield, written as a fraction of the theoretical maximum amount of product (1.0 means a 100% yield; for example, 0.34 means a 34% yield). (1) The reactants are [F:1][C:2]1[C:3]([CH2:23][N:24](C)[C:25](=O)OC(C)(C)C)=[CH:4][N:5]([S:14]([N:17]2[CH2:22][CH2:21][O:20][CH2:19][CH2:18]2)(=[O:16])=[O:15])[C:6]=1[C:7]1[C:8]([F:13])=[N:9][CH:10]=[CH:11][CH:12]=1.C(OCC)(=O)C.[ClH:39]. The catalyst is C(O)C. The product is [ClH:39].[F:1][C:2]1[C:3]([CH2:23][NH:24][CH3:25])=[CH:4][N:5]([S:14]([N:17]2[CH2:22][CH2:21][O:20][CH2:19][CH2:18]2)(=[O:16])=[O:15])[C:6]=1[C:7]1[C:8]([F:13])=[N:9][CH:10]=[CH:11][CH:12]=1. The yield is 0.330. (2) The reactants are [CH3:1][O:2][C:3]1[C:11]2[O:10][CH:9]=[C:8]([CH2:12][CH2:13][NH:14][C:15](=[O:19])[O:16][CH2:17][CH3:18])[C:7]=2[CH:6]=[CH:5][CH:4]=1.C=O.[C:22]1(C)C=CC(S(O)(=O)=O)=CC=1. The catalyst is O. The product is [CH3:1][O:2][C:3]1[C:11]2[O:10][C:9]3[CH2:22][N:14]([C:15]([O:16][CH2:17][CH3:18])=[O:19])[CH2:13][CH2:12][C:8]=3[C:7]=2[CH:6]=[CH:5][CH:4]=1. The yield is 0.960. (3) The reactants are [F:1][C:2]1[CH:7]=[C:6]([F:8])[CH:5]=[CH:4][C:3]=1[C:9]1[N:14]=[CH:13][N:12]=[C:11]([N:15]2[CH2:20][CH2:19][N:18](C(OC(C)(C)C)=O)[CH2:17][CH2:16]2)[CH:10]=1.C(OCC)(=O)C.Cl. The catalyst is C(OCC)(=O)C. The product is [F:1][C:2]1[CH:7]=[C:6]([F:8])[CH:5]=[CH:4][C:3]=1[C:9]1[CH:10]=[C:11]([N:15]2[CH2:16][CH2:17][NH:18][CH2:19][CH2:20]2)[N:12]=[CH:13][N:14]=1. The yield is 0.830. (4) The reactants are [Cl:1][C:2]1[CH:3]=[CH:4][C:5]2OC3C=CC=CC=3[C@H:8]3[C:9](=[O:13])[N:10]([CH3:12])[CH2:11][C@@H:7]3[C:6]=2[CH:21]=1.[Cl:22][C:23]1[CH:24]=CC2OC3C=CC=CC=3[C@@H]3C(=O)N(C)C[C@@H]3[C:27]=2[CH:42]=1.[OH-:43].[K+].[CH2:45]([OH:47])[CH3:46]. No catalyst specified. The product is [ClH:1].[Cl:22][C:23]1[CH:42]=[CH:27][C:45]2[O:47][C:21]3[CH:2]=[CH:3][CH:4]=[CH:5][C:6]=3[C@@H:7]([CH2:11][NH:10][CH3:12])[C@H:8]([C:9]([OH:13])=[O:43])[C:46]=2[CH:24]=1. The yield is 0.220. (5) The reactants are [N:1]1[CH:6]=[CH:5][CH:4]=[CH:3][C:2]=1[C:7]1[N:11]=[C:10]([C:12]2[CH:17]=[C:16]([C:18]#[N:19])[CH:15]=[C:14](Br)[CH:13]=2)[O:9][N:8]=1.B1([C:30]2[CH:35]=[N:34][CH:33]=[N:32][CH:31]=2)OC(C)(C)C(C)(C)O1.C(=O)([O-])[O-].[Na+].[Na+].COCCOC. The catalyst is CCCCCC.C1C=CC([P]([Pd]([P](C2C=CC=CC=2)(C2C=CC=CC=2)C2C=CC=CC=2)([P](C2C=CC=CC=2)(C2C=CC=CC=2)C2C=CC=CC=2)[P](C2C=CC=CC=2)(C2C=CC=CC=2)C2C=CC=CC=2)(C2C=CC=CC=2)C2C=CC=CC=2)=CC=1.C(OCC)(=O)C. The product is [N:1]1[CH:6]=[CH:5][CH:4]=[CH:3][C:2]=1[C:7]1[N:11]=[C:10]([C:12]2[CH:13]=[C:14]([C:30]3[CH:31]=[N:32][CH:33]=[N:34][CH:35]=3)[CH:15]=[C:16]([C:18]#[N:19])[CH:17]=2)[O:9][N:8]=1. The yield is 0.0600. (6) The reactants are [CH3:1][C:2]1[O:6][N:5]=[C:4]([C:7]2[CH:12]=[CH:11][CH:10]=[CH:9][CH:8]=2)[C:3]=1[CH2:13][OH:14].[H-].[Na+].Cl[C:18]1[CH:19]=[CH:20][C:21]2[N:22]([C:24]([C:27]3[O:28][CH:29]=[CH:30][CH:31]=3)=[N:25][N:26]=2)[N:23]=1. The catalyst is CN(C=O)C. The product is [O:28]1[CH:29]=[CH:30][CH:31]=[C:27]1[C:24]1[N:22]2[N:23]=[C:18]([O:14][CH2:13][C:3]3[C:4]([C:7]4[CH:12]=[CH:11][CH:10]=[CH:9][CH:8]=4)=[N:5][O:6][C:2]=3[CH3:1])[CH:19]=[CH:20][C:21]2=[N:26][N:25]=1. The yield is 0.670. (7) The reactants are C([O:3][CH2:4][CH2:5][O:6][NH:7][C:8]([C:10]1[C:25]([NH:26][C:27]2[CH:32]=[CH:31][C:30]([Br:33])=[CH:29][C:28]=2[Cl:34])=[C:24]([F:35])[C:13]2[N:14]=[CH:15][N:16]([CH2:17][CH:18]3[CH2:23][CH2:22][CH2:21][CH2:20][O:19]3)[C:12]=2[CH:11]=1)=[O:9])=C.Cl.[OH-].[Na+]. The catalyst is C(O)C.O. The product is [OH:3][CH2:4][CH2:5][O:6][NH:7][C:8]([C:10]1[C:25]([NH:26][C:27]2[CH:32]=[CH:31][C:30]([Br:33])=[CH:29][C:28]=2[Cl:34])=[C:24]([F:35])[C:13]2[N:14]=[CH:15][N:16]([CH2:17][CH:18]3[CH2:23][CH2:22][CH2:21][CH2:20][O:19]3)[C:12]=2[CH:11]=1)=[O:9]. The yield is 0.910. (8) The reactants are Cl.C([C:4]1[CH:11]=[CH:10][CH:9]=[CH:8][C:5]=1[CH2:6][NH2:7])#N.[CH3:12][N:13]=[C:14]=[O:15].[CH2:16]([N:18](CC)CC)C.O. The catalyst is ClCCl. The product is [N+:18]([C:4]1[CH:11]=[CH:10][CH:9]=[CH:8][C:5]=1[CH2:6][NH:7][C:14]([NH:13][CH3:12])=[O:15])#[C-:16]. The yield is 0.850.